From a dataset of Full USPTO retrosynthesis dataset with 1.9M reactions from patents (1976-2016). Predict the reactants needed to synthesize the given product. Given the product [CH2:1]([O:3][C:4]([C:6]1[CH:7]=[C:8]2[S:14][CH:13]=[C:12]([CH3:15])[C:9]2=[N:10][CH:11]=1)=[O:5])[CH3:2], predict the reactants needed to synthesize it. The reactants are: [CH2:1]([O:3][C:4]([C:6]1[C:7](=O)[C:8]2[S:14][CH:13]=[C:12]([CH3:15])[C:9]=2[NH:10][CH:11]=1)=[O:5])[CH3:2].P(Cl)(Cl)(Cl)=O.